This data is from Reaction yield outcomes from USPTO patents with 853,638 reactions. The task is: Predict the reaction yield, written as a fraction of the theoretical maximum amount of product (1.0 means a 100% yield; for example, 0.34 means a 34% yield). (1) The reactants are [CH3:1][O:2][C:3](=[O:13])[CH:4]=[CH:5][C:6]1[CH:7]=[N:8][C:9]([CH3:12])=[N:10][CH:11]=1.C(Cl)Cl. The catalyst is [Pd].C(O)C. The product is [CH3:1][O:2][C:3](=[O:13])[CH2:4][CH2:5][C:6]1[CH:7]=[N:8][C:9]([CH3:12])=[N:10][CH:11]=1. The yield is 0.900. (2) The reactants are [Si]([O:8][CH2:9][C:10]1([CH3:36])[S:16][CH2:15][CH2:14][N:13]2[C:17]([C:20]3([C:23]4[CH:28]=[CH:27][C:26]([C:29]5[CH:30]=[N:31][C:32]([CH3:35])=[CH:33][CH:34]=5)=[CH:25][CH:24]=4)[CH2:22][CH2:21]3)=[N:18][N:19]=[C:12]2[CH2:11]1)(C(C)(C)C)(C)C.Cl. The catalyst is CO. The product is [CH3:36][C:10]1([CH2:9][OH:8])[S:16][CH2:15][CH2:14][N:13]2[C:17]([C:20]3([C:23]4[CH:28]=[CH:27][C:26]([C:29]5[CH:30]=[N:31][C:32]([CH3:35])=[CH:33][CH:34]=5)=[CH:25][CH:24]=4)[CH2:22][CH2:21]3)=[N:18][N:19]=[C:12]2[CH2:11]1. The yield is 0.810. (3) The reactants are O=[CH:2][CH2:3][CH2:4][CH2:5][NH:6][C:7]([N:9]1[CH2:14][CH:13]=[C:12]([C:15]2[CH:20]=[CH:19][CH:18]=[CH:17][CH:16]=2)[CH2:11][CH2:10]1)=[O:8].[CH2:21]([NH:24][CH:25]1[CH2:33][CH2:32][C:28]2[N:29]=[CH:30][S:31][C:27]=2[CH2:26]1)[CH2:22][CH3:23]. No catalyst specified. The product is [CH2:21]([N:24]([CH:25]1[CH2:33][CH2:32][C:28]2[N:29]=[CH:30][S:31][C:27]=2[CH2:26]1)[CH2:2][CH2:3][CH2:4][CH2:5][NH:6][C:7]([N:9]1[CH2:14][CH:13]=[C:12]([C:15]2[CH:20]=[CH:19][CH:18]=[CH:17][CH:16]=2)[CH2:11][CH2:10]1)=[O:8])[CH2:22][CH3:23]. The yield is 0.450. (4) The reactants are [I:1]I.[N+:3]([C:6]1[CH:7]=[C:8]([CH:12]=[CH:13][CH:14]=1)[C:9]([OH:11])=[O:10])([O-:5])=[O:4]. The catalyst is S(=O)(=O)(O)O. The product is [I:1][C:13]1[CH:12]=[C:8]([CH:7]=[C:6]([N+:3]([O-:5])=[O:4])[CH:14]=1)[C:9]([OH:11])=[O:10]. The yield is 0.980. (5) The reactants are [Cl-].[C:2]([C:4]1[C:16]([N+:17]([O-:19])=[O:18])=[CH:15][CH:14]=[CH:13][C:5]=1[O:6][CH2:7][C@H:8]1[CH2:12][CH2:11][CH2:10][NH2+:9]1)#[N:3].[CH:20]([N:23]=[C:24]=[O:25])([CH3:22])[CH3:21]. No catalyst specified. The product is [C:2]([C:4]1[C:16]([N+:17]([O-:19])=[O:18])=[CH:15][CH:14]=[CH:13][C:5]=1[O:6][CH2:7][C@H:8]1[CH2:12][CH2:11][CH2:10][N:9]1[C:24]([NH:23][CH:20]([CH3:22])[CH3:21])=[O:25])#[N:3]. The yield is 1.00.